This data is from Catalyst prediction with 721,799 reactions and 888 catalyst types from USPTO. The task is: Predict which catalyst facilitates the given reaction. Reactant: [CH3:1][O:2][C:3](=[O:29])[CH2:4][C:5]1[CH:14]=[C:13]([C:15](=[O:27])[C:16]2[CH:21]=[CH:20][C:19]([S:22](=[O:26])(=[O:25])[NH:23][CH3:24])=[CH:18][CH:17]=2)[C:12]2[C:7](=[CH:8][CH:9]=[C:10]([F:28])[CH:11]=2)[CH:6]=1.[H][H].COC(=O)CC1C=C(CC2C=CC(S(=O)(=O)NC)=CC=2)C2C(=CC=C(F)C=2)C=1. Product: [CH3:1][O:2][C:3](=[O:29])[CH2:4][C:5]1[CH:14]=[C:13]([CH:15]([OH:27])[C:16]2[CH:17]=[CH:18][C:19]([S:22](=[O:26])(=[O:25])[NH:23][CH3:24])=[CH:20][CH:21]=2)[C:12]2[C:7](=[CH:8][CH:9]=[C:10]([F:28])[CH:11]=2)[CH:6]=1. The catalyst class is: 19.